Task: Predict the reaction yield, written as a fraction of the theoretical maximum amount of product (1.0 means a 100% yield; for example, 0.34 means a 34% yield).. Dataset: Reaction yield outcomes from USPTO patents with 853,638 reactions (1) The reactants are [C:1]([C:3]1[CH:4]=[C:5]([N+:10]([O-:12])=[O:11])[CH:6]=[CH:7][C:8]=1F)#[N:2].[C:13]([C:15]([C:18]1[CH:19]=[C:20]([CH:31]=[CH:32][CH:33]=1)[C:21]([NH:23][C:24]1[CH:29]=[CH:28][CH:27]=[C:26]([OH:30])[CH:25]=1)=[O:22])([CH3:17])[CH3:16])#[N:14].C(=O)([O-])[O-].[K+].[K+]. The catalyst is CN(C)C=O. The product is [C:13]([C:15]([C:18]1[CH:19]=[C:20]([CH:31]=[CH:32][CH:33]=1)[C:21]([NH:23][C:24]1[CH:29]=[CH:28][CH:27]=[C:26]([O:30][C:8]2[CH:7]=[CH:6][C:5]([N+:10]([O-:12])=[O:11])=[CH:4][C:3]=2[C:1]#[N:2])[CH:25]=1)=[O:22])([CH3:17])[CH3:16])#[N:14]. The yield is 0.940. (2) The reactants are [NH2:1][CH2:2][C:3]1[C:4](=[O:11])[NH:5][C:6]([CH3:10])=[CH:7][C:8]=1[CH3:9].[OH:12][CH2:13][CH2:14][N:15]1[CH2:20][CH2:19][N:18]([CH2:21][C:22]2[CH:30]=[CH:29][C:25]([C:26](O)=[O:27])=[CH:24][CH:23]=2)[CH2:17][CH2:16]1.C(N(CC)CC)C. The catalyst is ClCCl. The product is [CH3:9][C:8]1[CH:7]=[C:6]([CH3:10])[NH:5][C:4](=[O:11])[C:3]=1[CH2:2][NH:1][C:26](=[O:27])[C:25]1[CH:24]=[CH:23][C:22]([CH2:21][N:18]2[CH2:17][CH2:16][N:15]([CH2:14][CH2:13][OH:12])[CH2:20][CH2:19]2)=[CH:30][CH:29]=1. The yield is 0.164. (3) The reactants are [Cl:1][C:2]1[CH:3]=[CH:4][C:5]([CH3:8])=[N:6][CH:7]=1.[Br:9]N1C(=O)CCC1=O.N(C(C)(C)C#N)=NC(C)(C)C#N. The catalyst is C(Cl)(Cl)(Cl)Cl. The product is [Br:9][CH2:8][C:5]1[CH:4]=[CH:3][C:2]([Cl:1])=[CH:7][N:6]=1. The yield is 0.600. (4) The reactants are [Cl-].O[NH3+:3].[C:4](=[O:7])([O-])[OH:5].[Na+].CS(C)=O.[OH:13][C:14]([CH3:53])([CH2:51][CH3:52])[CH2:15][O:16][C@H:17]1[CH2:22][CH2:21][C@H:20]([N:23]2[C:28](=[O:29])[C:27]([CH2:30][C:31]3[CH:36]=[CH:35][C:34]([C:37]4[C:38]([C:43]#[N:44])=[CH:39][CH:40]=[CH:41][CH:42]=4)=[CH:33][CH:32]=3)=[C:26]([CH2:45][CH2:46][CH3:47])[N:25]3[N:48]=[CH:49][N:50]=[C:24]23)[CH2:19][CH2:18]1. The catalyst is O.C(OCC)(=O)C. The product is [OH:13][C:14]([CH3:53])([CH2:51][CH3:52])[CH2:15][O:16][C@H:17]1[CH2:22][CH2:21][C@H:20]([N:23]2[C:28](=[O:29])[C:27]([CH2:30][C:31]3[CH:36]=[CH:35][C:34]([C:37]4[CH:42]=[CH:41][CH:40]=[CH:39][C:38]=4[C:43]4[NH:3][C:4](=[O:7])[O:5][N:44]=4)=[CH:33][CH:32]=3)=[C:26]([CH2:45][CH2:46][CH3:47])[N:25]3[N:48]=[CH:49][N:50]=[C:24]23)[CH2:19][CH2:18]1. The yield is 0.730. (5) The reactants are [CH2:1]([O:3][C:4](=[O:40])[CH2:5][CH2:6][CH2:7][O:8][C:9]1[CH:14]=[CH:13][CH:12]=[C:11]([CH2:15][CH2:16][CH2:17][CH2:18][CH2:19][CH2:20][O:21][C:22]2[CH:27]=[C:26]([S:28]([CH3:31])(=[O:30])=[O:29])[CH:25]=[C:24](I)[CH:23]=2)[C:10]=1[CH2:33][CH2:34][C:35]([O:37][CH2:38][CH3:39])=[O:36])[CH3:2].[CH3:41][S:42]([C:45]1[CH:50]=[CH:49][C:48](B(O)O)=[CH:47][CH:46]=1)(=[O:44])=[O:43].C(=O)([O-])[O-].[Cs+].[Cs+]. The catalyst is C1C=CC(P(C2C=CC=CC=2)[C-]2C=CC=C2)=CC=1.C1C=CC(P(C2C=CC=CC=2)[C-]2C=CC=C2)=CC=1.Cl[Pd]Cl.[Fe+2]. The product is [CH2:1]([O:3][C:4](=[O:40])[CH2:5][CH2:6][CH2:7][O:8][C:9]1[CH:14]=[CH:13][CH:12]=[C:11]([CH2:15][CH2:16][CH2:17][CH2:18][CH2:19][CH2:20][O:21][C:22]2[CH:23]=[C:24]([C:48]3[CH:49]=[CH:50][C:45]([S:42]([CH3:41])(=[O:44])=[O:43])=[CH:46][CH:47]=3)[CH:25]=[C:26]([S:28]([CH3:31])(=[O:30])=[O:29])[CH:27]=2)[C:10]=1[CH2:33][CH2:34][C:35]([O:37][CH2:38][CH3:39])=[O:36])[CH3:2]. The yield is 0.264.